This data is from Forward reaction prediction with 1.9M reactions from USPTO patents (1976-2016). The task is: Predict the product of the given reaction. (1) Given the reactants [F:1][C:2]1[N:6]([CH3:7])[N:5]=[C:4]([C:8]([F:11])([F:10])[F:9])[C:3]=1[C:12]([OH:14])=O.C(N=C=NCCCN(C)C)C.ON1C2C=CC=CC=2N=N1.[F:36][C:37]1[CH:42]=[CH:41][C:40]([F:43])=[CH:39][C:38]=1[N:44]1[CH:48]=[CH:47][C:46]([NH2:49])=[N:45]1, predict the reaction product. The product is: [F:36][C:37]1[CH:42]=[CH:41][C:40]([F:43])=[CH:39][C:38]=1[N:44]1[CH:48]=[CH:47][C:46]([NH:49][C:12]([C:3]2[C:4]([C:8]([F:9])([F:10])[F:11])=[N:5][N:6]([CH3:7])[C:2]=2[F:1])=[O:14])=[N:45]1. (2) Given the reactants Br[C:2]1[CH:7]=[CH:6][C:5]([CH2:8][C:9]([NH:11][C:12]2[CH:17]=[CH:16][C:15]([O:18][C:19]3[C:24]([CH3:25])=[CH:23][C:22]([Cl:26])=[C:21](Cl)[CH:20]=3)=[CH:14][C:13]=2[OH:28])=[O:10])=[CH:4][CH:3]=1.NC1C=CC(OC2C(C)=CC([Cl:44])=CC=2Cl)=CC=1O.BrC1C=CC(CC(O)=O)=CC=1.[F:58][C:59]([F:70])([F:69])[C:60]1[CH:61]=[C:62](B(O)O)[CH:63]=[CH:64][CH:65]=1, predict the reaction product. The product is: [Cl:44][C:20]1[CH:21]=[C:22]([Cl:26])[CH:23]=[C:24]([CH3:25])[C:19]=1[O:18][C:15]1[CH:16]=[CH:17][C:12]([NH:11][C:9](=[O:10])[CH2:8][C:5]2[CH:6]=[CH:7][C:2]([C:64]3[CH:63]=[CH:62][CH:61]=[C:60]([C:59]([F:70])([F:69])[F:58])[CH:65]=3)=[CH:3][CH:4]=2)=[C:13]([OH:28])[CH:14]=1. (3) Given the reactants [Cl:1][C:2]1[CH:7]=[CH:6][CH:5]=[C:4]([F:8])[C:3]=1[NH:9][C:10]1[NH:11][C:12]2[C:18]3[CH2:19][C:20]([CH3:23])([CH3:22])[O:21][C:17]=3[C:16]([C:24]([NH:26][C:27]3[CH:32]=[CH:31][C:30]([C:33]([F:36])([F:35])[F:34])=[CH:29][CH:28]=3)=[O:25])=[CH:15][C:13]=2[N:14]=1.[P:37](=[O:41])([OH:40])([OH:39])[OH:38], predict the reaction product. The product is: [P:37]([OH:41])([OH:40])([OH:39])=[O:38].[Cl:1][C:2]1[CH:7]=[CH:6][CH:5]=[C:4]([F:8])[C:3]=1[NH:9][C:10]1[NH:11][C:12]2[C:18]3[CH2:19][C:20]([CH3:22])([CH3:23])[O:21][C:17]=3[C:16]([C:24]([NH:26][C:27]3[CH:28]=[CH:29][C:30]([C:33]([F:35])([F:36])[F:34])=[CH:31][CH:32]=3)=[O:25])=[CH:15][C:13]=2[N:14]=1.